Dataset: Forward reaction prediction with 1.9M reactions from USPTO patents (1976-2016). Task: Predict the product of the given reaction. Given the reactants C1C=C(Cl)C=C(C(OO)=[O:9])C=1.[CH:12]1([O:17][C:18]2[N:23]=[CH:22][N:21]=[C:20]([NH:24][C:25]3[O:26][C@:27]4([CH2:35][N:36]=3)[CH:32]3[CH2:33][CH2:34][N:29]([CH2:30][CH2:31]3)[CH2:28]4)[CH:19]=2)[CH2:16][CH2:15][CH2:14][CH2:13]1, predict the reaction product. The product is: [CH:12]1([O:17][C:18]2[N:23]=[CH:22][N:21]=[C:20]([NH:24][C:25]3[O:26][C@:27]4([CH2:35][N:36]=3)[CH:32]3[CH2:31][CH2:30][N+:29]([O-:9])([CH2:34][CH2:33]3)[CH2:28]4)[CH:19]=2)[CH2:16][CH2:15][CH2:14][CH2:13]1.